From a dataset of Orexin1 receptor HTS with 218,158 compounds and 233 confirmed actives. Binary Classification. Given a drug SMILES string, predict its activity (active/inactive) in a high-throughput screening assay against a specified biological target. (1) The molecule is Clc1c(/C=C\c2[nH]c3c(c(=O)c2)cccc3)c(F)ccc1. The result is 1 (active). (2) The molecule is N1(CCCC1)c1nc2c(cc1C#N)cccc2C. The result is 0 (inactive). (3) The drug is Clc1ccc(c2nn(C(C)(C)C)c3ncnc(N)c23)cc1. The result is 0 (inactive). (4) The molecule is O(c1c(cccc1)C(=O)N)CC(=O)Nc1noc(c1)C. The result is 0 (inactive). (5) The compound is O=c1c2c(n(c3c1cccc3)C)ccc(c2)C#Cc1ncccc1. The result is 1 (active). (6) The drug is s1c(NC(=O)CC)nnc1SCC. The result is 0 (inactive). (7) The molecule is O1CCN(CC1)c1ccc(NC(=O)c2cc3c(cc2OC)cccc3)cc1. The result is 1 (active).